This data is from NCI-60 drug combinations with 297,098 pairs across 59 cell lines. The task is: Regression. Given two drug SMILES strings and cell line genomic features, predict the synergy score measuring deviation from expected non-interaction effect. (1) Drug 2: C1CN(CCN1C(=O)CCBr)C(=O)CCBr. Cell line: MCF7. Drug 1: C1=NC(=NC(=O)N1C2C(C(C(O2)CO)O)O)N. Synergy scores: CSS=19.1, Synergy_ZIP=-5.72, Synergy_Bliss=-2.89, Synergy_Loewe=0.131, Synergy_HSA=0.517. (2) Drug 1: CC(C1=C(C=CC(=C1Cl)F)Cl)OC2=C(N=CC(=C2)C3=CN(N=C3)C4CCNCC4)N. Drug 2: CN(CC1=CN=C2C(=N1)C(=NC(=N2)N)N)C3=CC=C(C=C3)C(=O)NC(CCC(=O)O)C(=O)O. Cell line: LOX IMVI. Synergy scores: CSS=42.0, Synergy_ZIP=1.56, Synergy_Bliss=-1.09, Synergy_Loewe=-5.31, Synergy_HSA=0.615. (3) Drug 1: CC1C(C(CC(O1)OC2CC(CC3=C2C(=C4C(=C3O)C(=O)C5=C(C4=O)C(=CC=C5)OC)O)(C(=O)C)O)N)O.Cl. Drug 2: CN(CCCl)CCCl.Cl. Cell line: SK-OV-3. Synergy scores: CSS=3.64, Synergy_ZIP=-3.68, Synergy_Bliss=-2.02, Synergy_Loewe=-7.27, Synergy_HSA=-2.78.